This data is from Catalyst prediction with 721,799 reactions and 888 catalyst types from USPTO. The task is: Predict which catalyst facilitates the given reaction. (1) Reactant: [CH3:1][C:2]1[CH:3]=[C:4]([CH3:12])[C:5]2[O:9][C:8](S)=[N:7][C:6]=2[CH:11]=1.[NH:13]1[CH2:18][CH2:17][NH:16][CH2:15][CH2:14]1. Product: [CH3:1][C:2]1[CH:3]=[C:4]([CH3:12])[C:5]2[O:9][C:8]([N:13]3[CH2:18][CH2:17][NH:16][CH2:15][CH2:14]3)=[N:7][C:6]=2[CH:11]=1. The catalyst class is: 463. (2) Reactant: [Br:1][C:2]1[CH:9]=[C:8]([F:10])[C:5]([C:6]#[N:7])=[C:4](F)[CH:3]=1.Cl.[NH2:13][C@H:14]1[CH2:18][CH2:17][CH2:16][C@@H:15]1[OH:19].CCN(C(C)C)C(C)C.[NH4+].[Cl-]. Product: [Br:1][C:2]1[CH:3]=[C:4]([NH:13][C@H:14]2[CH2:18][CH2:17][CH2:16][C@@H:15]2[OH:19])[C:5]([C:6]#[N:7])=[C:8]([F:10])[CH:9]=1. The catalyst class is: 16. (3) Reactant: Cl.[CH2:2]([O:4][C:5]([CH:7]1[CH2:12][CH2:11][CH2:10][NH2+:9][CH2:8]1)=[O:6])[CH3:3].Br[CH2:14][CH2:15][Cl:16].C(=O)([O-])[O-].[K+].[K+]. Product: [Cl:16][CH2:15][CH2:14][N:9]1[CH2:10][CH2:11][CH2:12][CH:7]([C:5]([O:4][CH2:2][CH3:3])=[O:6])[CH2:8]1. The catalyst class is: 21. (4) Reactant: [C:1]1(=[CH:6][CH2:7][CH2:8][CH2:9][CH2:10][CH2:11][OH:12])[CH2:5][CH2:4][CH2:3][CH2:2]1. Product: [CH:1]1([CH2:6][CH2:7][CH2:8][CH2:9][CH2:10][CH2:11][OH:12])[CH2:5][CH2:4][CH2:3][CH2:2]1. The catalyst class is: 19. (5) Reactant: [OH-].[Li+].[CH3:3][O:4][CH2:5][C:6]1([C:16]([O:18]C)=[O:17])[CH2:11][CH2:10][CH:9]([C:12]([O:14]C)=[O:13])[CH2:8][CH2:7]1.Cl. The catalyst class is: 1. Product: [CH3:3][O:4][CH2:5][C:6]1([C:16]([OH:18])=[O:17])[CH2:11][CH2:10][CH:9]([C:12]([OH:14])=[O:13])[CH2:8][CH2:7]1. (6) Reactant: Br[C:2]1[CH:3]=[C:4]2[C:10]([C:11]3[CH:15]=[CH:14][N:13]([CH2:16][C:17]4[CH:22]=[C:21]([F:23])[CH:20]=[C:19]([F:24])[CH:18]=4)[N:12]=3)=[CH:9][N:8]([S:25]([C:28]3[CH:34]=[CH:33][C:31]([CH3:32])=[CH:30][CH:29]=3)(=[O:27])=[O:26])[C:5]2=[N:6][CH:7]=1.[CH3:35][O:36][C:37]1[CH:42]=[CH:41][C:40](B2OC(C)(C)C(C)(C)O2)=[CH:39][C:38]=1[NH:52][S:53]([CH3:56])(=[O:55])=[O:54].C(=O)([O-])[O-].[Na+].[Na+]. Product: [F:23][C:21]1[CH:22]=[C:17]([CH:18]=[C:19]([F:24])[CH:20]=1)[CH2:16][N:13]1[CH:14]=[CH:15][C:11]([C:10]2[C:4]3[C:5](=[N:6][CH:7]=[C:2]([C:40]4[CH:41]=[CH:42][C:37]([O:36][CH3:35])=[C:38]([NH:52][S:53]([CH3:56])(=[O:54])=[O:55])[CH:39]=4)[CH:3]=3)[N:8]([S:25]([C:28]3[CH:34]=[CH:33][C:31]([CH3:32])=[CH:30][CH:29]=3)(=[O:26])=[O:27])[CH:9]=2)=[N:12]1. The catalyst class is: 460.